From a dataset of Caco-2 cell permeability data measuring drug intestinal absorption for ~900 compounds. Regression/Classification. Given a drug SMILES string, predict its absorption, distribution, metabolism, or excretion properties. Task type varies by dataset: regression for continuous measurements (e.g., permeability, clearance, half-life) or binary classification for categorical outcomes (e.g., BBB penetration, CYP inhibition). For this dataset (caco2_wang), we predict Y. (1) The drug is CNCCN[C@H](c1cc(C)ccc1N1CCN(C(=O)[C@H](C)Cc2ccc(Cl)cc2F)CC1)C(C)C. The Y is -5.52 log Papp (cm/s). (2) The molecule is CC(C)NCC(O)COc1ccc(COCCOC(C)C)cc1. The Y is -4.76 log Papp (cm/s). (3) The compound is NS(=O)(=O)c1cc2c(cc1C(F)(F)F)NC(Cc1ccccc1)NS2(=O)=O. The Y is -5.89 log Papp (cm/s).